This data is from Catalyst prediction with 721,799 reactions and 888 catalyst types from USPTO. The task is: Predict which catalyst facilitates the given reaction. (1) Reactant: [CH:1]1[C:13]2[CH:12]([CH2:14][O:15][C:16]([NH:18][CH:19]3[CH2:24][CH2:23][N:22]([CH2:25][C:26]4[C:27]([C:39]5[CH:44]=[CH:43][CH:42]=[CH:41][CH:40]=5)=[N:28][C:29]5[C:34]([C:35]=4[C:36](O)=[O:37])=[CH:33][CH:32]=[CH:31][CH:30]=5)[CH2:21][CH2:20]3)=[O:17])[C:11]3[C:6](=[CH:7][CH:8]=[CH:9][CH:10]=3)[C:5]=2[CH:4]=[CH:3][CH:2]=1.CN(C(ON1N=NC2C=CC=CC1=2)=[N+](C)C)C.F[P-](F)(F)(F)(F)F.C(N(CC)CC)C.[CH:76]1([C@@H:82]([NH2:84])[CH3:83])[CH2:81][CH2:80][CH2:79][CH2:78][CH2:77]1.CC=C(C)C. Product: [CH:1]1[C:13]2[CH:12]([CH2:14][O:15][C:16](=[O:17])[NH:18][CH:19]3[CH2:24][CH2:23][N:22]([CH2:25][C:26]4[C:27]([C:39]5[CH:44]=[CH:43][CH:42]=[CH:41][CH:40]=5)=[N:28][C:29]5[C:34]([C:35]=4[C:36](=[O:37])[NH:84][C@H:82]([CH:76]4[CH2:81][CH2:80][CH2:79][CH2:78][CH2:77]4)[CH3:83])=[CH:33][CH:32]=[CH:31][CH:30]=5)[CH2:21][CH2:20]3)[C:11]3[C:6](=[CH:7][CH:8]=[CH:9][CH:10]=3)[C:5]=2[CH:4]=[CH:3][CH:2]=1. The catalyst class is: 2. (2) Reactant: [CH2:1]([O:3][C:4](=[O:13])[C:5]1[CH:10]=[CH:9][C:8]([OH:11])=[C:7]([OH:12])[CH:6]=1)[CH3:2].C(=O)([O-])[O-].[K+].[K+].[CH:20](Br)([CH3:22])[CH3:21]. Product: [CH2:1]([O:3][C:4](=[O:13])[C:5]1[CH:10]=[CH:9][C:8]([O:11][CH:20]([CH3:22])[CH3:21])=[C:7]([OH:12])[CH:6]=1)[CH3:2]. The catalyst class is: 3. (3) Reactant: [CH3:1][O:2][C:3]1[CH:4]=[CH:5][CH:6]=[C:7]2[C:12]=1[N:11]=[C:10]([Cl:13])[CH:9]=[CH:8]2.[Br:14]Br.[O-]S([O-])(=S)=O.[Na+].[Na+].CCOC(C)=O. Product: [Br:14][C:6]1[CH:5]=[CH:4][C:3]([O:2][CH3:1])=[C:12]2[C:7]=1[CH:8]=[CH:9][C:10]([Cl:13])=[N:11]2. The catalyst class is: 5.